The task is: Predict the reactants needed to synthesize the given product.. This data is from Full USPTO retrosynthesis dataset with 1.9M reactions from patents (1976-2016). Given the product [Cl:31][C:32]1[C:33]([OH:46])=[C:34]([S:42]([N:15]([CH2:14][C:10]2[CH:9]=[C:8]([C:5]3[CH:6]=[CH:7][C:2]([Cl:1])=[CH:3][CH:4]=3)[CH:13]=[CH:12][CH:11]=2)[CH2:16][C:17]2[CH:18]=[CH:19][C:20]([F:23])=[CH:21][CH:22]=2)(=[O:44])=[O:43])[CH:35]=[C:36]([C:38]([F:40])([F:41])[F:39])[CH:37]=1, predict the reactants needed to synthesize it. The reactants are: [Cl:1][C:2]1[CH:7]=[CH:6][C:5]([C:8]2[CH:13]=[CH:12][CH:11]=[C:10]([CH2:14][NH:15][CH2:16][C:17]3[CH:22]=[CH:21][C:20]([F:23])=[CH:19][CH:18]=3)[CH:9]=2)=[CH:4][CH:3]=1.C(N(CC)CC)C.[Cl:31][C:32]1[C:33]([OH:46])=[C:34]([S:42](Cl)(=[O:44])=[O:43])[CH:35]=[C:36]([C:38]([F:41])([F:40])[F:39])[CH:37]=1.